From a dataset of Peptide-MHC class II binding affinity with 134,281 pairs from IEDB. Regression. Given a peptide amino acid sequence and an MHC pseudo amino acid sequence, predict their binding affinity value. This is MHC class II binding data. (1) The peptide sequence is FARIETAFANLYPGE. The MHC is DRB1_0101 with pseudo-sequence DRB1_0101. The binding affinity (normalized) is 0.659. (2) The peptide sequence is SSSSSLLAMAVLAAL. The MHC is DRB3_0202 with pseudo-sequence DRB3_0202. The binding affinity (normalized) is 0.216. (3) The peptide sequence is VPLYNRFSYIPNGAL. The MHC is DRB1_0802 with pseudo-sequence DRB1_0802. The binding affinity (normalized) is 0.586. (4) The peptide sequence is NVWERHYLAGEMTLM. The MHC is DRB1_1302 with pseudo-sequence DRB1_1302. The binding affinity (normalized) is 0.356. (5) The peptide sequence is EVVWTNTPTKWDNS. The MHC is DRB1_1501 with pseudo-sequence DRB1_1501. The binding affinity (normalized) is 0.0907.